This data is from Catalyst prediction with 721,799 reactions and 888 catalyst types from USPTO. The task is: Predict which catalyst facilitates the given reaction. (1) Product: [O:1]1[CH2:6][CH2:5][N:4]([C:7]2[C:8]([C:21]3[CH:26]=[CH:25][CH:24]=[CH:23][CH:22]=3)=[N:9][C:10]3[C:15]([N:16]=2)=[CH:14][C:13]([C:17]([OH:19])=[O:18])=[CH:12][CH:11]=3)[C:3]2[CH:27]=[CH:28][CH:29]=[CH:30][C:2]1=2. The catalyst class is: 24. Reactant: [O:1]1[CH2:6][CH2:5][N:4]([C:7]2[C:8]([C:21]3[CH:26]=[CH:25][CH:24]=[CH:23][CH:22]=3)=[N:9][C:10]3[C:15]([N:16]=2)=[CH:14][C:13]([C:17]([O:19]C)=[O:18])=[CH:12][CH:11]=3)[C:3]2[CH:27]=[CH:28][CH:29]=[CH:30][C:2]1=2.[OH-].[Na+].Cl. (2) Reactant: [F:1][C:2]([F:28])([F:27])[O:3][C:4]1[CH:9]=[CH:8][C:7]([NH:10][C:11](=[O:26])[NH:12][CH:13]2[CH2:18][CH2:17][N:16](C(OC(C)(C)C)=O)[CH2:15][CH2:14]2)=[CH:6][CH:5]=1. Product: [NH:16]1[CH2:17][CH2:18][CH:13]([NH:12][C:11]([NH:10][C:7]2[CH:8]=[CH:9][C:4]([O:3][C:2]([F:1])([F:27])[F:28])=[CH:5][CH:6]=2)=[O:26])[CH2:14][CH2:15]1. The catalyst class is: 33. (3) Reactant: [H-].[Na+].[C:3]([O:7][C:8]([C:10]1[CH:14]=[CH:13][NH:12][CH:11]=1)=[O:9])([CH3:6])([CH3:5])[CH3:4].Br[C:16]1[CH:21]=[CH:20][C:19]([CH:22]([F:24])[F:23])=[CH:18][N:17]=1.O. Product: [C:3]([O:7][C:8]([C:10]1[CH:14]=[CH:13][N:12]([C:16]2[CH:21]=[CH:20][C:19]([CH:22]([F:24])[F:23])=[CH:18][N:17]=2)[CH:11]=1)=[O:9])([CH3:6])([CH3:4])[CH3:5]. The catalyst class is: 9. (4) Reactant: [CH3:1][CH2:2][CH2:3][CH2:4][CH2:5][CH2:6][C@@H:7]([OH:22])[CH2:8]/[CH:9]=[CH:10]\[CH2:11][CH2:12][CH2:13][CH2:14][CH2:15][CH2:16][CH2:17][C:18]([O:20][CH3:21])=[O:19].N1C=CN=C1.[Cl-].[C:29]([SiH:33]([CH3:35])[CH3:34])([CH3:32])([CH3:31])[CH3:30]. Product: [Si:33]([O:22][C@H:7]([CH2:6][CH2:5][CH2:4][CH2:3][CH2:2][CH3:1])[CH2:8]/[CH:9]=[CH:10]\[CH2:11][CH2:12][CH2:13][CH2:14][CH2:15][CH2:16][CH2:17][C:18]([O:20][CH3:21])=[O:19])([C:29]([CH3:32])([CH3:31])[CH3:30])([CH3:35])[CH3:34]. The catalyst class is: 9. (5) Reactant: [OH-].[Li+].[C:3]1([CH3:30])[CH:8]=[C:7]([CH3:9])[CH:6]=[C:5]([CH3:10])[C:4]=1[S:11]([N:14]1[C:23]2[C:18](=[CH:19][CH:20]=[CH:21][CH:22]=2)[NH:17][C:16](=[O:24])[CH:15]1[CH2:25][C:26]([O:28]C)=[O:27])(=[O:13])=[O:12]. Product: [C:3]1([CH3:30])[CH:8]=[C:7]([CH3:9])[CH:6]=[C:5]([CH3:10])[C:4]=1[S:11]([N:14]1[C:23]2[C:18](=[CH:19][CH:20]=[CH:21][CH:22]=2)[NH:17][C:16](=[O:24])[CH:15]1[CH2:25][C:26]([OH:28])=[O:27])(=[O:12])=[O:13]. The catalyst class is: 97. (6) Reactant: [CH2:1]([O:3][C:4](=[O:18])[CH:5]([O:15][CH2:16][CH3:17])[CH2:6][C:7]1[CH:12]=[CH:11][C:10]([OH:13])=[C:9]([CH3:14])[CH:8]=1)[CH3:2].[CH3:19][C:20]1[S:24][C:23]([C:25]2[CH:30]=[CH:29][C:28]([O:31][C:32]([F:35])([F:34])[F:33])=[CH:27][CH:26]=2)=[N:22][C:21]=1[CH2:36][CH2:37]O.COC(=O)CC(=O)C(Br)C.FC(F)(F)OC1C=CC(C(N)=S)=CC=1.C1(P(C2C=CC=CC=2)C2C=CC=CC=2)C=CC=CC=1.N(C(OCC)=O)=NC(OCC)=O. The catalyst class is: 7. Product: [CH2:1]([O:3][C:4](=[O:18])[CH:5]([O:15][CH2:16][CH3:17])[CH2:6][C:7]1[CH:12]=[CH:11][C:10]([O:13][CH2:37][CH2:36][C:21]2[N:22]=[C:23]([C:25]3[CH:30]=[CH:29][C:28]([O:31][C:32]([F:35])([F:33])[F:34])=[CH:27][CH:26]=3)[S:24][C:20]=2[CH3:19])=[C:9]([CH3:14])[CH:8]=1)[CH3:2]. (7) Reactant: [OH:1][C:2]1[CH:7]=[CH:6][C:5]([C:8]2[CH:9]=[C:10]([CH:17]=O)[C:11]3[O:15][CH:14]=[CH:13][C:12]=3[CH:16]=2)=[CH:4][CH:3]=1.[NH2:19][OH:20].CO.N1C=CC=CC=1. Product: [OH:1][C:2]1[CH:7]=[CH:6][C:5]([C:8]2[CH:9]=[C:10]([CH:17]=[N:19][OH:20])[C:11]3[O:15][CH:14]=[CH:13][C:12]=3[CH:16]=2)=[CH:4][CH:3]=1. The catalyst class is: 28.